Predict the reaction yield, written as a fraction of the theoretical maximum amount of product (1.0 means a 100% yield; for example, 0.34 means a 34% yield). From a dataset of Reaction yield outcomes from USPTO patents with 853,638 reactions. (1) The reactants are [F:1][C:2]1[CH:8]=[CH:7][C:5]([NH2:6])=[CH:4][CH:3]=1.[N:9]([O-])=O.[Na+].C([O-])(=O)C.[Na+].[C:18]([CH2:21][C:22](=[O:24])[CH3:23])(=[O:20])[CH3:19]. The catalyst is C(O)(=O)C.Cl.O.C(O)C. The product is [F:1][C:2]1[CH:8]=[CH:7][C:5]([NH:6][N:9]=[C:21]([C:22](=[O:24])[CH3:23])[C:18](=[O:20])[CH3:19])=[CH:4][CH:3]=1. The yield is 0.600. (2) The reactants are [H-].[Na+].[NH:3]1[CH2:8][CH2:7][S:6][CH2:5][C:4]1=[O:9].F[C:11]1[CH:21]=[CH:20][C:14]([C:15]([O:17][CH2:18][CH3:19])=[O:16])=[CH:13][C:12]=1[N+:22]([O-:24])=[O:23]. The catalyst is O1CCCC1. The product is [N+:22]([C:12]1[CH:13]=[C:14]([CH:20]=[CH:21][C:11]=1[N:3]1[CH2:8][CH2:7][S:6][CH2:5][C:4]1=[O:9])[C:15]([O:17][CH2:18][CH3:19])=[O:16])([O-:24])=[O:23]. The yield is 0.270. (3) The reactants are [NH2:1][C:2]1[C:20]([C:21]2[CH:26]=[CH:25][CH:24]=[CH:23][N:22]=2)=[C:5]2[NH:6][C:7]([C:11]3[CH:19]=[CH:18][C:14]4[O:15][CH2:16][O:17][C:13]=4[CH:12]=3)=[CH:8][C:9](=[O:10])[N:4]2[N:3]=1.C(N(CC)CC)C.[C:34](Cl)(=[O:37])[CH2:35][CH3:36]. The catalyst is C1COCC1. The product is [O:15]1[C:14]2[CH:18]=[CH:19][C:11]([C:7]3[NH:6][C:5]4[N:4]([N:3]=[C:2]([NH:1][C:34](=[O:37])[CH2:35][CH3:36])[C:20]=4[C:21]4[CH:26]=[CH:25][CH:24]=[CH:23][N:22]=4)[C:9](=[O:10])[CH:8]=3)=[CH:12][C:13]=2[O:17][CH2:16]1. The yield is 0.460.